From a dataset of Full USPTO retrosynthesis dataset with 1.9M reactions from patents (1976-2016). Predict the reactants needed to synthesize the given product. (1) Given the product [C:1]([C:5]1[CH:30]=[CH:29][C:8]([O:9][C:10]2[CH:19]=[C:18]3[C:13]([CH:14]=[C:15]([C:26]([NH:42][C@@H:34]([CH2:35][C:36]4[CH:41]=[CH:40][CH:39]=[CH:38][CH:37]=4)[C:33]([OH:32])=[O:43])=[O:27])[N:16]=[C:17]3[CH2:20][CH:21]3[CH2:22][CH2:23][CH2:24][CH2:25]3)=[CH:12][CH:11]=2)=[CH:7][CH:6]=1)([CH3:4])([CH3:2])[CH3:3], predict the reactants needed to synthesize it. The reactants are: [C:1]([C:5]1[CH:30]=[CH:29][C:8]([O:9][C:10]2[CH:19]=[C:18]3[C:13]([CH:14]=[C:15]([C:26](O)=[O:27])[N:16]=[C:17]3[CH2:20][CH:21]3[CH2:25][CH2:24][CH2:23][CH2:22]3)=[CH:12][CH:11]=2)=[CH:7][CH:6]=1)([CH3:4])([CH3:3])[CH3:2].C[O:32][C:33](=[O:43])[C@@H:34]([NH2:42])[CH2:35][C:36]1[CH:41]=[CH:40][CH:39]=[CH:38][CH:37]=1. (2) The reactants are: [F:1][C:2]1[CH:3]=[C:4]([C@@:15]([C:24]2[CH:29]=[CH:28][C:27]([F:30])=[CH:26][CH:25]=2)([NH2:23])[CH2:16][C:17]2[CH:22]=[CH:21][CH:20]=[CH:19][CH:18]=2)[CH:5]=[C:6]([O:8][C:9]([F:14])([F:13])[CH:10]([F:12])[F:11])[CH:7]=1.[C:31]([O-:34])([O-])=O.[K+].[K+].O.C(Cl)(=O)OC(C)=C.[NH2:45][C@H:46]([CH2:53][O:54][CH2:55][C:56]1[CH:61]=[CH:60][CH:59]=[CH:58][CH:57]=1)[C@@H:47]([OH:52])[C:48]([F:51])([F:50])[F:49]. Given the product [CH2:55]([O:54][CH2:53][C@@H:46]([NH:45][C:31]([NH:23][C@@:15]([C:4]1[CH:5]=[C:6]([O:8][C:9]([F:14])([F:13])[CH:10]([F:12])[F:11])[CH:7]=[C:2]([F:1])[CH:3]=1)([C:24]1[CH:29]=[CH:28][C:27]([F:30])=[CH:26][CH:25]=1)[CH2:16][C:17]1[CH:22]=[CH:21][CH:20]=[CH:19][CH:18]=1)=[O:34])[C@@H:47]([OH:52])[C:48]([F:51])([F:50])[F:49])[C:56]1[CH:61]=[CH:60][CH:59]=[CH:58][CH:57]=1, predict the reactants needed to synthesize it.